This data is from Peptide-MHC class I binding affinity with 185,985 pairs from IEDB/IMGT. The task is: Regression. Given a peptide amino acid sequence and an MHC pseudo amino acid sequence, predict their binding affinity value. This is MHC class I binding data. (1) The peptide sequence is NAVYQCRKLR. The MHC is HLA-A31:01 with pseudo-sequence HLA-A31:01. The binding affinity (normalized) is 0.459. (2) The peptide sequence is AENQLFHST. The MHC is HLA-B15:42 with pseudo-sequence HLA-B15:42. The binding affinity (normalized) is 0.213. (3) The peptide sequence is KSTELIRRVR. The MHC is HLA-A31:01 with pseudo-sequence HLA-A31:01. The binding affinity (normalized) is 0.750.